Dataset: Full USPTO retrosynthesis dataset with 1.9M reactions from patents (1976-2016). Task: Predict the reactants needed to synthesize the given product. (1) Given the product [CH3:1][O:2][C:3]1[CH:8]=[C:7]([O:9][CH3:10])[CH:6]=[CH:5][C:4]=1[C:11]1[CH:15]=[C:14]([CH2:16][CH2:17][CH2:18][N:28]2[CH2:27][CH2:26][N:25]([CH2:24][C:23]3[CH:31]=[CH:32][CH:33]=[CH:34][C:22]=3[C:21]([F:35])([F:36])[F:20])[CH2:30][CH2:29]2)[O:13][N:12]=1, predict the reactants needed to synthesize it. The reactants are: [CH3:1][O:2][C:3]1[CH:8]=[C:7]([O:9][CH3:10])[CH:6]=[CH:5][C:4]=1[C:11]1[CH:15]=[C:14]([CH2:16][CH2:17][CH:18]=O)[O:13][N:12]=1.[F:20][C:21]([F:36])([F:35])[C:22]1[CH:34]=[CH:33][CH:32]=[CH:31][C:23]=1[CH2:24][N:25]1[CH2:30][CH2:29][NH:28][CH2:27][CH2:26]1.[BH-](OC(C)=O)(OC(C)=O)OC(C)=O.[Na+]. (2) Given the product [OH:22][C@:4]12[CH2:3][C:2](=[O:1])[CH2:19][CH2:18][C@:17]1([CH3:20])[C@@H:16]1[C@H:7]([C@H:8]3[C@@:12]([CH2:14][CH2:15]1)([CH3:13])[C:11](=[O:21])[CH2:10][CH2:9]3)[CH2:6][C:5]2=[O:23], predict the reactants needed to synthesize it. The reactants are: [OH:1][C@H:2]1[CH2:19][CH2:18][C@@:17]2([CH3:20])[C@:4]3([O:22][C@H:5]3[CH2:6][C@@H:7]3[C@@H:16]2[CH2:15][CH2:14][C@@:12]2([CH3:13])[C@H:8]3[CH2:9][CH2:10][C:11]2=[O:21])[CH2:3]1.[OH:23][C@H]1CC[C@@]2(C)[C@@]3(O[C@@H]3C[C@@H]3[C@@H]2CC[C@@]2(C)[C@H]3CCC2=O)C1.CC(O)C. (3) Given the product [Cl:24][C:7]1[C:8]([NH:12][C:13](=[O:23])[CH2:14][C@@H:15]([CH3:22])[C:16]2[CH:21]=[CH:20][CH:19]=[CH:18][CH:17]=2)=[C:9]2[C:4](=[CH:5][CH:6]=1)[N:3]=[C:2]([N:25]1[CH2:29][CH2:28][C@@H:27]([OH:30])[CH2:26]1)[CH:11]=[CH:10]2, predict the reactants needed to synthesize it. The reactants are: Cl[C:2]1[CH:11]=[CH:10][C:9]2[C:4](=[CH:5][CH:6]=[C:7]([Cl:24])[C:8]=2[NH:12][C:13](=[O:23])[CH2:14][C@@H:15]([CH3:22])[C:16]2[CH:21]=[CH:20][CH:19]=[CH:18][CH:17]=2)[N:3]=1.[NH:25]1[CH2:29][CH2:28][C@@H:27]([OH:30])[CH2:26]1. (4) Given the product [C:1]([S:5][C:6]1[CH:11]=[CH:10][C:9]([N:12]([CH2:13][CH2:14][C:15]([O:17][CH2:18][CH3:19])=[O:16])[C:23](=[O:24])[CH2:22][C:20]#[N:21])=[CH:8][CH:7]=1)([CH3:4])([CH3:3])[CH3:2], predict the reactants needed to synthesize it. The reactants are: [C:1]([S:5][C:6]1[CH:11]=[CH:10][C:9]([NH:12][CH2:13][CH2:14][C:15]([O:17][CH2:18][CH3:19])=[O:16])=[CH:8][CH:7]=1)([CH3:4])([CH3:3])[CH3:2].[C:20]([CH2:22][C:23](O)=[O:24])#[N:21].C(N=C=NC(C)C)(C)C.O. (5) The reactants are: [CH2:1]([N:3]1[C:11]2[C:6](=[CH:7][C:8]([N+:16]([O-:18])=[O:17])=[C:9]([NH:12]C(=O)C)[CH:10]=2)[C:5]([CH3:20])([CH3:19])[C:4]1=[O:21])[CH3:2].Cl. Given the product [NH2:12][C:9]1[CH:10]=[C:11]2[C:6]([C:5]([CH3:19])([CH3:20])[C:4](=[O:21])[N:3]2[CH2:1][CH3:2])=[CH:7][C:8]=1[N+:16]([O-:18])=[O:17], predict the reactants needed to synthesize it. (6) Given the product [NH:24]1[CH2:29][CH2:28][CH2:27][CH:26]([C:1]([O:23][CH2:22][CH2:21][CH2:20][CH2:19][C:13]2[CH:18]=[CH:17][CH:16]=[CH:15][CH:14]=2)=[O:2])[NH:25]1, predict the reactants needed to synthesize it. The reactants are: [C:1](N1C=CN=C1)(N1C=CN=C1)=[O:2].[C:13]1([CH2:19][CH2:20][CH2:21][CH2:22][OH:23])[CH:18]=[CH:17][CH:16]=[CH:15][CH:14]=1.[NH:24]1[CH2:29][CH2:28][CH2:27][CH2:26][NH:25]1. (7) Given the product [Cl:1][C:2]1[CH:7]=[CH:6][CH:5]=[CH:4][C:3]=1[O:8][C:16]1[N:23]=[C:22]([C:24]2[CH:29]=[CH:28][CH:27]=[C:26]([F:30])[C:25]=2[F:31])[CH:21]=[CH:20][C:17]=1[CH:18]=[O:19], predict the reactants needed to synthesize it. The reactants are: [Cl:1][C:2]1[CH:7]=[CH:6][CH:5]=[CH:4][C:3]=1[OH:8].C(=O)([O-])[O-].[K+].[K+].Cl[C:16]1[N:23]=[C:22]([C:24]2[CH:29]=[CH:28][CH:27]=[C:26]([F:30])[C:25]=2[F:31])[CH:21]=[CH:20][C:17]=1[CH:18]=[O:19]. (8) Given the product [F:1][C:2]1[N:7]=[CH:6][C:5]([C:8](=[O:10])[CH2:25][C:24]([O:30][CH2:31][CH3:32])=[O:29])=[CH:4][CH:3]=1, predict the reactants needed to synthesize it. The reactants are: [F:1][C:2]1[N:7]=[CH:6][C:5]([C:8]([OH:10])=O)=[CH:4][CH:3]=1.C(N1C=CN=C1)(N1C=CN=C1)=O.[Mg+].[C:24]([O:30][CH2:31][CH3:32])(=[O:29])[CH2:25]C([O-])=O.Cl. (9) Given the product [C:27]([C:23]1[N:22]=[C:21]([O:20][CH3:19])[CH:26]=[CH:25][N:24]=1)#[CH:28], predict the reactants needed to synthesize it. The reactants are: [F-].C([N+](CCCC)(CCCC)CCCC)CCC.[CH3:19][O:20][C:21]1[CH:26]=[CH:25][N:24]=[C:23]([C:27]#[C:28][Si](C)(C)C)[N:22]=1.C(=O)([O-])[O-].[K+].[K+].